Dataset: Full USPTO retrosynthesis dataset with 1.9M reactions from patents (1976-2016). Task: Predict the reactants needed to synthesize the given product. Given the product [NH2:1][C:4]1[CH:11]=[CH:10][CH:9]=[C:8]([O:12][CH2:13][CH2:14][N:15]2[CH2:19][CH2:18][CH2:17][C:16]2=[O:20])[C:5]=1[C:6]#[N:7], predict the reactants needed to synthesize it. The reactants are: [N+:1]([C:4]1[CH:11]=[CH:10][CH:9]=[C:8]([O:12][CH2:13][CH2:14][N:15]2[CH2:19][CH2:18][CH2:17][C:16]2=[O:20])[C:5]=1[C:6]#[N:7])([O-])=O.